This data is from Catalyst prediction with 721,799 reactions and 888 catalyst types from USPTO. The task is: Predict which catalyst facilitates the given reaction. (1) Reactant: C(OC([N:8]1[CH2:13][CH2:12][C:11]2[N:14](CC3C=CC(OC)=CC=3)[N:15]=[C:16]([CH:17]=[CH:18][CH2:19][CH3:20])[C:10]=2[CH2:9]1)=O)(C)(C)C. Product: [CH:17]([C:16]1[C:10]2[CH2:9][NH:8][CH2:13][CH2:12][C:11]=2[NH:14][N:15]=1)=[CH:18][CH2:19][CH3:20]. The catalyst class is: 67. (2) Reactant: [O:1]=[C:2]1[NH:7][C:6](=[O:8])[C:5]([C:9]([O:11][CH2:12][CH3:13])=[O:10])=[CH:4][N:3]1[C:14]1[CH:23]=[CH:22][C:17]2[NH:18][C:19](=[O:21])[NH:20][C:16]=2[CH:15]=1.Br[CH2:25][C:26]1[CH:31]=[CH:30][CH:29]=[C:28]([C:32]([F:35])([F:34])[F:33])[C:27]=1[Cl:36].C(=O)([O-])[O-].[K+].[K+].[I-].[K+]. Product: [Cl:36][C:27]1[C:28]([C:32]([F:33])([F:34])[F:35])=[CH:29][CH:30]=[CH:31][C:26]=1[CH2:25][N:7]1[C:6](=[O:8])[C:5]([C:9]([O:11][CH2:12][CH3:13])=[O:10])=[CH:4][N:3]([C:14]2[CH:23]=[CH:22][C:17]3[NH:18][C:19](=[O:21])[NH:20][C:16]=3[CH:15]=2)[C:2]1=[O:1]. The catalyst class is: 18. (3) The catalyst class is: 34. Reactant: [Br:1][CH:2]([CH3:6])[C:3](Cl)=[O:4].C1(C)C=CC(S(O)(=O)=O)=CC=1.[CH2:18]([O:25][C:26](=[O:29])[CH2:27][NH2:28])[C:19]1[CH:24]=[CH:23][CH:22]=[CH:21][CH:20]=1.C(N(CC)CC)C.Cl. Product: [CH2:18]([O:25][C:26](=[O:29])[CH2:27][NH:28][C:3](=[O:4])[CH:2]([Br:1])[CH3:6])[C:19]1[CH:24]=[CH:23][CH:22]=[CH:21][CH:20]=1. (4) The catalyst class is: 1. Reactant: [Cl:1][C:2]1[CH:3]=[C:4]2[CH:10]=[C:9]([C:11](OCC)=[O:12])[N:8]([CH2:16][CH2:17][CH2:18][CH2:19][F:20])[C:5]2=[CH:6][N:7]=1.[H-].[Al+3].[Li+].[H-].[H-].[H-].C(OC(=O)C)C. Product: [Cl:1][C:2]1[CH:3]=[C:4]2[CH:10]=[C:9]([CH2:11][OH:12])[N:8]([CH2:16][CH2:17][CH2:18][CH2:19][F:20])[C:5]2=[CH:6][N:7]=1. (5) Reactant: [Si]([O:8][CH:9]1[CH2:14][CH2:13][CH:12]([N:15]2[C:19]3[CH:20]=[CH:21][C:22]([C:24]([NH:26][CH:27]4[CH2:31][CH2:30][CH2:29][CH2:28]4)=[O:25])=[CH:23][C:18]=3[N:17]=[C:16]2[NH:32][C:33]2[C:41]3[C:36](=[CH:37][CH:38]=[C:39]([C:42]4[CH:47]=[CH:46][CH:45]=[CH:44][C:43]=4[O:48][CH3:49])[CH:40]=3)[N:35](COCC[Si](C)(C)C)[N:34]=2)[CH2:11][CH2:10]1)(C(C)(C)C)(C)C.Cl. Product: [CH3:49][O:48][C:43]1[CH:44]=[CH:45][CH:46]=[CH:47][C:42]=1[C:39]1[CH:40]=[C:41]2[C:36](=[CH:37][CH:38]=1)[NH:35][N:34]=[C:33]2[NH:32][C:16]1[N:15]([C@H:12]2[CH2:11][CH2:10][C@H:9]([OH:8])[CH2:14][CH2:13]2)[C:19]2[CH:20]=[CH:21][C:22]([C:24]([NH:26][CH:27]3[CH2:31][CH2:30][CH2:29][CH2:28]3)=[O:25])=[CH:23][C:18]=2[N:17]=1. The catalyst class is: 8. (6) Reactant: [Br:1][C:2]1[CH:3]=[N:4][N:5]2[CH:10]=[CH:9][C:8]([N:11]3[CH2:16][CH2:15][N:14]([C:17]([O:19][C:20]4[CH:25]=[CH:24]C([N+]([O-])=O)=C[CH:21]=4)=[O:18])[CH2:13][CH2:12]3)=[N:7][C:6]=12.[O:29]1CC[C@@H](O)C1.[H-].[Na+]. Product: [O:29]1[CH2:24][CH2:25][C@@H:20]([O:19][C:17]([N:14]2[CH2:15][CH2:16][N:11]([C:8]3[CH:9]=[CH:10][N:5]4[N:4]=[CH:3][C:2]([Br:1])=[C:6]4[N:7]=3)[CH2:12][CH2:13]2)=[O:18])[CH2:21]1. The catalyst class is: 49. (7) Reactant: [H-].[Al+3].[Li+].[H-].[H-].[H-].C[O:8][C:9](=O)[C:10]1[CH:15]=[C:14]([C:16]([CH3:19])([CH3:18])[CH3:17])[CH:13]=[CH:12][C:11]=1[O:20][CH3:21].O. Product: [C:16]([C:14]1[CH:13]=[CH:12][C:11]([O:20][CH3:21])=[C:10]([CH2:9][OH:8])[CH:15]=1)([CH3:19])([CH3:17])[CH3:18]. The catalyst class is: 27.